From a dataset of Reaction yield outcomes from USPTO patents with 853,638 reactions. Predict the reaction yield, written as a fraction of the theoretical maximum amount of product (1.0 means a 100% yield; for example, 0.34 means a 34% yield). (1) The reactants are [Si:1]([O:8][C@@H:9]1[CH2:25][C@H:24]2[C@@:12]([CH3:41])([C@@H:13]3[C@@H:21]([CH2:22][C@@H:23]2[O:26][Si:27]([C:30]([CH3:33])([CH3:32])[CH3:31])([CH3:29])[CH3:28])[C@H:20]2[C@@:16]([CH3:40])([C@@H:17]([C@@:34]([OH:39])([CH2:36][C:37]#[CH:38])[CH3:35])[CH2:18][CH2:19]2)[CH2:15][CH2:14]3)[CH2:11][CH2:10]1)([C:4]([CH3:7])([CH3:6])[CH3:5])([CH3:3])[CH3:2].C(N(C(C)C)CC)(C)C.Br[C:52]1[S:53][CH:54]=[CH:55][CH:56]=1. The catalyst is O1CCCC1.C1C=CC([P]([Pd]([P](C2C=CC=CC=2)(C2C=CC=CC=2)C2C=CC=CC=2)([P](C2C=CC=CC=2)(C2C=CC=CC=2)C2C=CC=CC=2)[P](C2C=CC=CC=2)(C2C=CC=CC=2)C2C=CC=CC=2)(C2C=CC=CC=2)C2C=CC=CC=2)=CC=1.[Cu]I. The product is [Si:1]([O:8][C@@H:9]1[CH2:25][C@H:24]2[C@@:12]([CH3:41])([C@@H:13]3[C@@H:21]([CH2:22][C@@H:23]2[O:26][Si:27]([C:30]([CH3:31])([CH3:32])[CH3:33])([CH3:29])[CH3:28])[C@H:20]2[C@@:16]([CH3:40])([C@@H:17]([C@@:34]([OH:39])([CH2:36][C:37]#[C:38][C:52]4[S:53][CH:54]=[CH:55][CH:56]=4)[CH3:35])[CH2:18][CH2:19]2)[CH2:15][CH2:14]3)[CH2:11][CH2:10]1)([C:4]([CH3:7])([CH3:6])[CH3:5])([CH3:3])[CH3:2]. The yield is 0.810. (2) The reactants are [CH2:1]([O:3][C:4](=[O:32])[CH2:5][N:6]1[C:14]2[CH2:13][CH2:12][CH2:11][C@@H:10]([NH:15][S:16]([C:19]3[CH:24]=[C:23]([C:25]([F:28])([F:27])[F:26])[CH:22]=[C:21]([C:29]([CH3:31])=[CH2:30])[CH:20]=3)(=[O:18])=[O:17])[C:9]=2[CH:8]=[N:7]1)[CH3:2]. The catalyst is CO.[Pd]. The product is [CH2:1]([O:3][C:4](=[O:32])[CH2:5][N:6]1[C:14]2[CH2:13][CH2:12][CH2:11][C@@H:10]([NH:15][S:16]([C:19]3[CH:24]=[C:23]([C:25]([F:27])([F:28])[F:26])[CH:22]=[C:21]([CH:29]([CH3:31])[CH3:30])[CH:20]=3)(=[O:18])=[O:17])[C:9]=2[CH:8]=[N:7]1)[CH3:2]. The yield is 0.968. (3) The reactants are [CH3:1][O:2][C:3]([CH:5]1[CH2:9][CH2:8][CH2:7][N:6]1[C:10]1[CH:15]=[CH:14][C:13]([N+:16]([O-])=O)=[CH:12][CH:11]=1)=[O:4]. The catalyst is CO.[Pd]. The product is [CH3:1][O:2][C:3]([CH:5]1[CH2:9][CH2:8][CH2:7][N:6]1[C:10]1[CH:11]=[CH:12][C:13]([NH2:16])=[CH:14][CH:15]=1)=[O:4]. The yield is 0.720. (4) The reactants are C([Si](C(C)C)(C(C)C)[O:5][CH2:6][C@@H:7]1[C@@H:14]2[C@@H:10]([O:11][C:12](=[O:15])[CH2:13]2)[CH2:9][C@H:8]1[O:16][CH2:17][C:18]1[CH:23]=[CH:22][CH:21]=[CH:20][CH:19]=1)(C)C.CCCC[N+](CCCC)(CCCC)CCCC.[F-]. The catalyst is O1CCCC1. The product is [OH:5][CH2:6][C@@H:7]1[C@@H:14]2[C@@H:10]([O:11][C:12](=[O:15])[CH2:13]2)[CH2:9][C@H:8]1[O:16][CH2:17][C:18]1[CH:19]=[CH:20][CH:21]=[CH:22][CH:23]=1. The yield is 1.00. (5) The reactants are [NH:1]1[C:9]2[C:4](=[CH:5][CH:6]=[CH:7][CH:8]=2)[CH2:3][C:2]1=[O:10].C([Li])CCC.CN(C)CCN(C)C.I[CH2:25][CH2:26][CH2:27][CH2:28][CH2:29]I.[Cl-].[NH4+]. The catalyst is O1CCCC1.CCOC(C)=O. The product is [NH:1]1[C:9]2[C:4](=[CH:5][CH:6]=[CH:7][CH:8]=2)[C:3]2([CH2:29][CH2:28][CH2:27][CH2:26][CH2:25]2)[C:2]1=[O:10]. The yield is 0.696. (6) The reactants are [Br:1][C:2]1[CH:9]=[CH:8][C:5]([CH:6]=O)=[CH:4][C:3]=1[F:10].[C:11]1([C:17](=O)[CH2:18][C:19]2[CH:24]=[CH:23][CH:22]=[CH:21][CH:20]=2)[CH:16]=[CH:15][CH:14]=[CH:13][CH:12]=1.[NH2:26][C:27]([NH2:29])=[O:28]. The catalyst is C(O)C. The product is [Br:1][C:2]1[CH:9]=[CH:8][C:5]([CH:6]2[C:18]([C:19]3[CH:24]=[CH:23][CH:22]=[CH:21][CH:20]=3)=[C:17]([C:11]3[CH:16]=[CH:15][CH:14]=[CH:13][CH:12]=3)[NH:29][C:27](=[O:28])[NH:26]2)=[CH:4][C:3]=1[F:10]. The yield is 0.620.